This data is from Forward reaction prediction with 1.9M reactions from USPTO patents (1976-2016). The task is: Predict the product of the given reaction. Given the reactants [CH:1]([S:14][CH2:15][CH2:16][N:17]1[CH2:22][CH2:21][NH:20][CH2:19][CH2:18]1)([C:8]1[CH:13]=[CH:12][CH:11]=[CH:10][CH:9]=1)[C:2]1[CH:7]=[CH:6][CH:5]=[CH:4][CH:3]=1.[CH2:23]([CH:30]1[CH2:32][O:31]1)[C:24]1[CH:29]=[CH:28][CH:27]=[CH:26][CH:25]=1, predict the reaction product. The product is: [CH:1]([S:14][CH2:15][CH2:16][N:17]1[CH2:18][CH2:19][N:20]([CH2:32][CH:30]([OH:31])[CH2:23][C:24]2[CH:29]=[CH:28][CH:27]=[CH:26][CH:25]=2)[CH2:21][CH2:22]1)([C:2]1[CH:3]=[CH:4][CH:5]=[CH:6][CH:7]=1)[C:8]1[CH:13]=[CH:12][CH:11]=[CH:10][CH:9]=1.